From a dataset of Forward reaction prediction with 1.9M reactions from USPTO patents (1976-2016). Predict the product of the given reaction. (1) Given the reactants [OH-].[Na+].[CH:3]1([C@H:9]([NH:12][C:13](=[O:18])[C:14]([O:16]C)=[O:15])[CH2:10][OH:11])[CH2:8][CH2:7][CH2:6][CH2:5][CH2:4]1.Cl, predict the reaction product. The product is: [CH:3]1([C@H:9]([NH:12][C:13](=[O:18])[C:14]([OH:16])=[O:15])[CH2:10][OH:11])[CH2:4][CH2:5][CH2:6][CH2:7][CH2:8]1. (2) Given the reactants [NH2:1][C:2]1[CH:3]=[CH:4][C:5]([F:18])=[C:6]([C@:8]2([CH3:17])[C:13]([F:15])([F:14])[CH2:12][O:11][C:10]([NH2:16])=[N:9]2)[CH:7]=1.[Cl:19][C:20]1[C:21]([C:27](O)=[O:28])=[N:22][CH:23]=[C:24]([Cl:26])[N:25]=1, predict the reaction product. The product is: [NH2:16][C:10]1[O:11][CH2:12][C:13]([F:14])([F:15])[C@:8]([C:6]2[CH:7]=[C:2]([NH:1][C:27]([C:21]3[C:20]([Cl:19])=[N:25][C:24]([Cl:26])=[CH:23][N:22]=3)=[O:28])[CH:3]=[CH:4][C:5]=2[F:18])([CH3:17])[N:9]=1. (3) Given the reactants Br[C:2]1[C:7]2[O:8][CH2:9][CH2:10][N:11]([C:12]([CH:14]3[CH2:16][CH2:15]3)=[O:13])[C:6]=2[CH:5]=[C:4]([C:17]([F:20])([F:19])[F:18])[CH:3]=1.CC1(C)C(C)(C)OB([C:29]2[O:33][C:32]([Si](C(C)C)(C(C)C)C(C)C)=[N:31][CH:30]=2)O1.C(=O)([O-])[O-].[K+].[K+].[Cl-].[NH4+], predict the reaction product. The product is: [CH:14]1([C:12]([N:11]2[C:6]3[CH:5]=[C:4]([C:17]([F:20])([F:19])[F:18])[CH:3]=[C:2]([C:29]4[O:33][CH:32]=[N:31][CH:30]=4)[C:7]=3[O:8][CH2:9][CH2:10]2)=[O:13])[CH2:16][CH2:15]1. (4) Given the reactants CCN(CC)CC.C(OC([N:15]1[CH2:19][C:18]([F:21])([F:20])[C:17]([CH3:23])([CH3:22])[C@H:16]1[C:24]([OH:26])=O)=O)(C)(C)C.[F:27][C:28]([F:32])([F:31])[CH2:29][NH2:30].C(O)(=O)CC(CC(O)=O)(C(O)=O)O, predict the reaction product. The product is: [F:27][C:28]([F:32])([F:31])[CH2:29][NH:30][C:24]([C@@H:16]1[C:17]([CH3:22])([CH3:23])[C:18]([F:20])([F:21])[CH2:19][NH:15]1)=[O:26].